This data is from Full USPTO retrosynthesis dataset with 1.9M reactions from patents (1976-2016). The task is: Predict the reactants needed to synthesize the given product. Given the product [NH2:20][C:21]1[CH:22]=[C:23]([C:24]([N:15]2[CH2:16][CH2:17][CH:12]([C:9]3[CH:8]=[CH:7][C:6]([N:1]4[CH:5]=[CH:4][N:3]=[CH:2]4)=[CH:11][CH:10]=3)[C:13]([CH3:19])([CH3:18])[CH2:14]2)=[O:25])[CH:27]=[CH:28][C:29]=1[CH3:30], predict the reactants needed to synthesize it. The reactants are: [N:1]1([C:6]2[CH:11]=[CH:10][C:9]([CH:12]3[CH2:17][CH2:16][NH:15][CH2:14][C:13]3([CH3:19])[CH3:18])=[CH:8][CH:7]=2)[CH:5]=[CH:4][N:3]=[CH:2]1.[NH2:20][C:21]1[CH:22]=[C:23]([CH:27]=[CH:28][C:29]=1[CH3:30])[C:24](O)=[O:25].C(N(CC)C(C)C)(C)C.CN(C(ON1N=NC2C=CC=CC1=2)=[N+](C)C)C.F[P-](F)(F)(F)(F)F.C([O-])([O-])=O.[Na+].[Na+].